From a dataset of Reaction yield outcomes from USPTO patents with 853,638 reactions. Predict the reaction yield, written as a fraction of the theoretical maximum amount of product (1.0 means a 100% yield; for example, 0.34 means a 34% yield). (1) The reactants are [NH2:1][C:2]1[N:7]([CH2:8][CH2:9][O:10][CH3:11])[C:6](=[S:12])[NH:5][C:4](=[O:13])[CH:3]=1.[N:14]([O-])=[O:15].[Na+].O. The catalyst is C(O)(=O)C. The product is [NH2:1][C:2]1[N:7]([CH2:8][CH2:9][O:10][CH3:11])[C:6](=[S:12])[NH:5][C:4](=[O:13])[C:3]=1[N:14]=[O:15]. The yield is 0.370. (2) The reactants are [N+:1]([C:4]1[CH:12]=[C:11]2[C:7]([CH2:8][O:9][C:10]2=[O:13])=[CH:6][CH:5]=1)([O-])=O.O.O.Cl[Sn]Cl. The catalyst is Cl.O. The product is [NH2:1][C:4]1[CH:12]=[C:11]2[C:7]([CH2:8][O:9][C:10]2=[O:13])=[CH:6][CH:5]=1. The yield is 0.780. (3) The reactants are [Cl:1][C:2]1[C:3]([F:48])=[C:4]([CH:45]=[CH:46][CH:47]=1)[C:5]([N:7]([C@@H:22]([C:26]1[N:35]([NH:36][C:37]2[CH:42]=[CH:41][CH:40]=[CH:39][CH:38]=2)[C:34](=[O:43])[C:33]2[C:28](=[CH:29][C:30]([Cl:44])=[CH:31][CH:32]=2)[N:27]=1)[CH2:23][C:24]#[CH:25])[CH2:8][CH2:9][CH2:10][N:11]1C(=O)C2C(=CC=CC=2)C1=O)=[O:6].N#N.NN. The catalyst is CO. The product is [NH2:11][CH2:10][CH2:9][CH2:8][N:7]([C@@H:22]([C:26]1[N:35]([NH:36][C:37]2[CH:38]=[CH:39][CH:40]=[CH:41][CH:42]=2)[C:34](=[O:43])[C:33]2[C:28](=[CH:29][C:30]([Cl:44])=[CH:31][CH:32]=2)[N:27]=1)[CH2:23][C:24]#[CH:25])[C:5](=[O:6])[C:4]1[CH:45]=[CH:46][CH:47]=[C:2]([Cl:1])[C:3]=1[F:48]. The yield is 0.910. (4) The reactants are [O:1]1[CH2:6][C:5](=O)[NH:4][C:3]2[CH:8]=[CH:9][CH:10]=[CH:11][C:2]1=2.[H-].[Al+3].[Li+].[H-].[H-].[H-]. The catalyst is O1CCCC1.O.[OH-].[Na+]. The product is [O:1]1[CH2:6][CH2:5][NH:4][C:3]2[CH:8]=[CH:9][CH:10]=[CH:11][C:2]1=2. The yield is 0.790. (5) The reactants are [H-].[Na+].[CH3:3][O:4][C:5](=[O:11])[C:6]([CH3:10])([CH3:9])[CH2:7][OH:8].I[CH2:13][CH3:14]. The catalyst is CN(C=O)C. The product is [CH3:3][O:4][C:5](=[O:11])[C:6]([CH3:10])([CH3:9])[CH2:7][O:8][CH2:13][CH3:14]. The yield is 1.00. (6) The reactants are [Br-].[N+:2]([C:5]1[CH:18]=[CH:17][C:8]([CH2:9][N:10]2[CH:15]=[CH:14][CH:13]=[CH:12][C:11]2=[NH2+:16])=[CH:7][CH:6]=1)([O-:4])=[O:3].CN1CCCC1=O.[F:26][C:27]([F:38])([F:37])[C:28](O[C:28](=O)[C:27]([F:38])([F:37])[F:26])=O.C(N(CC)CC)C. The catalyst is [OH-].[Na+]. The product is [N+:2]([C:5]1[CH:6]=[CH:7][C:8]([C:9]2[N:10]3[CH:15]=[CH:14][CH:13]=[CH:12][C:11]3=[N:16][C:28]=2[C:27]([F:38])([F:37])[F:26])=[CH:17][CH:18]=1)([O-:4])=[O:3]. The yield is 0.740.